From a dataset of Catalyst prediction with 721,799 reactions and 888 catalyst types from USPTO. Predict which catalyst facilitates the given reaction. (1) Reactant: [CH3:1][C:2]1[S:3][C:4]([Sn](CCCC)(CCCC)CCCC)=[C:5]([C:7]2[CH:12]=[CH:11][CH:10]=[CH:9][CH:8]=2)[N:6]=1.[CH:26]([S:29]([N:32]1[C:36]2[CH:37]=[C:38](I)[CH:39]=[CH:40][C:35]=2[N:34]=[C:33]1[NH2:42])(=[O:31])=[O:30])([CH3:28])[CH3:27]. Product: [CH:26]([S:29]([N:32]1[C:36]2[CH:37]=[C:38]([C:4]3[S:3][C:2]([CH3:1])=[N:6][C:5]=3[C:7]3[CH:8]=[CH:9][CH:10]=[CH:11][CH:12]=3)[CH:39]=[CH:40][C:35]=2[N:34]=[C:33]1[NH2:42])(=[O:30])=[O:31])([CH3:28])[CH3:27]. The catalyst class is: 42. (2) Reactant: [C:1]([O:5][C:6](=[O:25])[NH:7][CH:8]1[CH2:13][C@@H:12]([C:14]2[CH:19]=[C:18]([F:20])[CH:17]=[C:16]([F:21])[C:15]=2[F:22])[C@@H:11]([CH3:23])[NH:10][C:9]1=[O:24])([CH3:4])([CH3:3])[CH3:2].CN1C(=O)N(C)CCC1.C(O[Li])(C)(C)C.[C:41]([CH2:45]OS(C(F)(F)F)(=O)=O)([F:44])([F:43])[F:42]. Product: [C:1]([O:5][C:6](=[O:25])[NH:7][CH:8]1[CH2:13][C@@H:12]([C:14]2[CH:19]=[C:18]([F:20])[CH:17]=[C:16]([F:21])[C:15]=2[F:22])[C@@H:11]([CH3:23])[N:10]([CH2:45][C:41]([F:44])([F:43])[F:42])[C:9]1=[O:24])([CH3:2])([CH3:4])[CH3:3]. The catalyst class is: 1. (3) Reactant: Cl.Cl[C:3]1[N:12]=[C:11]([N:13]([C:15]2[CH:20]=[CH:19][C:18]([O:21][CH3:22])=[CH:17][CH:16]=2)[CH3:14])[C:10]2[C:5](=[CH:6][CH:7]=[CH:8][CH:9]=2)[N:4]=1.[CH2:23]([CH2:25][NH2:26])[OH:24].CCN(CC)CC. Product: [CH3:22][O:21][C:18]1[CH:19]=[CH:20][C:15]([N:13]([CH3:14])[C:11]2[C:10]3[C:5](=[CH:6][CH:7]=[CH:8][CH:9]=3)[N:4]=[C:3]([NH:26][CH2:25][CH2:23][OH:24])[N:12]=2)=[CH:16][CH:17]=1. The catalyst class is: 32.